Dataset: Reaction yield outcomes from USPTO patents with 853,638 reactions. Task: Predict the reaction yield, written as a fraction of the theoretical maximum amount of product (1.0 means a 100% yield; for example, 0.34 means a 34% yield). (1) The reactants are [N:1]([CH2:4][C:5]([O:7][CH2:8][CH3:9])=[O:6])=[C:2]=[O:3].[C:10]1([CH2:16][N:17]2[C:22](=[O:23])[CH2:21][C:20](=[O:24])[NH:19][C:18]2=[O:25])[CH:15]=[CH:14][CH:13]=[CH:12][CH:11]=1.C(N(C(C)C)C(C)C)C. The catalyst is ClCCl. The product is [OH:24][C:20]1[NH:19][C:18](=[O:25])[N:17]([CH2:16][C:10]2[CH:11]=[CH:12][CH:13]=[CH:14][CH:15]=2)[C:22](=[O:23])[C:21]=1[C:2]([NH:1][CH2:4][C:5]([O:7][CH2:8][CH3:9])=[O:6])=[O:3]. The yield is 0.730. (2) The reactants are C(=O)([O-])[O-].[Na+].[Na+].CS(O)(=O)=O.[NH2:12][C@H:13]([CH2:17][CH3:18])[CH2:14][C:15]#[N:16].Cl[C:20]1[CH:25]=[CH:24][C:23]([C:26]([F:29])([F:28])[F:27])=[CH:22][CH:21]=1.C(=O)([O-])[O-].[Cs+].[Cs+]. The catalyst is ClCCl.C([O-])(=O)C.[Pd+2].C([O-])(=O)C.C1(P(C2CCCCC2)C2C=CC=CC=2C2C=CC=CC=2N(C)C)CCCCC1.C1(B(O)O)C=CC=CC=1.O1CCCC1.C1(C)C=CC=CC=1. The product is [F:27][C:26]([F:29])([F:28])[C:23]1[CH:24]=[CH:25][C:20]([NH:12][C@H:13]([CH2:17][CH3:18])[CH2:14][C:15]#[N:16])=[CH:21][CH:22]=1. The yield is 0.980. (3) The reactants are [CH3:1][O:2][C:3](=[O:18])[CH2:4][CH2:5][C:6](=[O:17])[C:7]1[CH:12]=[CH:11][CH:10]=[C:9]([C:13]([F:16])([F:15])[F:14])[CH:8]=1.COC([O:24][CH3:25])OC.[CH3:26]C1C=CC(S(O)(=O)=O)=CC=1.C[O-].[Na+]. The catalyst is CCOC(C)=O.CO.C(O)CO. The product is [CH3:1][O:2][C:3](=[O:18])[CH2:4][CH2:5][C:6]1([C:7]2[CH:12]=[CH:11][CH:10]=[C:9]([C:13]([F:14])([F:16])[F:15])[CH:8]=2)[O:24][CH2:25][CH2:26][O:17]1. The yield is 0.940. (4) The reactants are [CH:1]1[C:13]2[N:12]([C:14]3[CH:15]=[C:16]([N:20]([C:28]4[CH:33]=[CH:32][CH:31]=[CH:30][C:29]=4Br)[C:21]4[CH:26]=[CH:25][CH:24]=[CH:23][C:22]=4Br)[CH:17]=[CH:18][CH:19]=3)[C:11]3[C:6](=[CH:7][CH:8]=[CH:9][CH:10]=3)[C:5]=2[CH:4]=[CH:3][CH:2]=1.C([Li])CCC.Cl[Si:41](Cl)([C:48]1[CH:53]=[CH:52][CH:51]=[CH:50][CH:49]=1)[C:42]1[CH:47]=[CH:46][CH:45]=[CH:44][CH:43]=1. The catalyst is C1COCC1. The product is [CH:1]1[C:13]2[N:12]([C:14]3[CH:15]=[C:16]([N:20]4[C:28]5[CH:33]=[CH:32][CH:31]=[CH:30][C:29]=5[Si:41]([C:48]5[CH:49]=[CH:50][CH:51]=[CH:52][CH:53]=5)([C:42]5[CH:47]=[CH:46][CH:45]=[CH:44][CH:43]=5)[C:22]5[CH:23]=[CH:24][CH:25]=[CH:26][C:21]4=5)[CH:17]=[CH:18][CH:19]=3)[C:11]3[C:6](=[CH:7][CH:8]=[CH:9][CH:10]=3)[C:5]=2[CH:4]=[CH:3][CH:2]=1. The yield is 0.330. (5) The reactants are F[C:2]1[C:3]([C:8]([O:10][CH2:11][CH3:12])=[O:9])=[N:4][CH:5]=[CH:6][CH:7]=1.C(N(CC)CC)C.[O:20]1[CH2:23][CH:22]([NH2:24])[CH2:21]1. The catalyst is CS(C)=O. The product is [O:20]1[CH2:23][CH:22]([NH:24][C:2]2[C:3]([C:8]([O:10][CH2:11][CH3:12])=[O:9])=[N:4][CH:5]=[CH:6][CH:7]=2)[CH2:21]1. The yield is 0.490. (6) The reactants are [CH2:1]([N:8]1[C:16]2[C:15](=[O:17])[NH:14][C:13](=[O:18])[NH:12][C:11]=2[N:10]=[CH:9]1)[C:2]1[CH:7]=[CH:6][CH:5]=[CH:4][CH:3]=1.C(=O)([O-])[O-].[Na+].[Na+].I[CH2:26][CH2:27][CH2:28][CH2:29][CH3:30]. The catalyst is CN(C=O)C.O.CCOC(C)=O. The product is [CH2:1]([N:8]1[C:16]2[C:15](=[O:17])[NH:14][C:13](=[O:18])[N:12]([CH2:26][CH2:27][CH2:28][CH2:29][CH3:30])[C:11]=2[N:10]=[CH:9]1)[C:2]1[CH:7]=[CH:6][CH:5]=[CH:4][CH:3]=1. The yield is 0.440. (7) The reactants are Br[C:2]1[CH:7]=[CH:6][C:5]([N:8]2[C:12]3[N:13]=[CH:14][N:15]([CH2:18][C:19]4([OH:32])[CH2:24][CH2:23][N:22]([C:25]([O:27][C:28]([CH3:31])([CH3:30])[CH3:29])=[O:26])[CH2:21][CH2:20]4)[C:16](=[O:17])[C:11]=3[CH:10]=[N:9]2)=[CH:4][CH:3]=1.[CH3:33][C:34]1[CH:35]=[N:36][NH:37][CH:38]=1.C(=O)([O-])[O-].[Na+].[Na+].[C@H]1(N)CCCC[C@@H]1N. The catalyst is O.[Cu]I.O1CCOCC1. The product is [OH:32][C:19]1([CH2:18][N:15]2[C:16](=[O:17])[C:11]3[CH:10]=[N:9][N:8]([C:5]4[CH:6]=[CH:7][C:2]([N:36]5[CH:35]=[C:34]([CH3:33])[CH:38]=[N:37]5)=[CH:3][CH:4]=4)[C:12]=3[N:13]=[CH:14]2)[CH2:24][CH2:23][N:22]([C:25]([O:27][C:28]([CH3:31])([CH3:30])[CH3:29])=[O:26])[CH2:21][CH2:20]1. The yield is 0.140. (8) The reactants are Br[C:2]1[CH:7]=[CH:6][C:5]([C:8]2[N:9]([C:17]3[CH:22]=[CH:21][CH:20]=[CH:19][CH:18]=3)[C:10]3[CH:16]=[CH:15][CH:14]=[CH:13][C:11]=3[N:12]=2)=[CH:4][CH:3]=1.[CH:23]1[C:35]2[NH:34][C:33]3[C:28](=[CH:29][CH:30]=[CH:31][CH:32]=3)[C:27]=2[CH:26]=[C:25]([C:36]2[C:41]3[O:42][C:43]4[CH:48]=[CH:47][CH:46]=[CH:45][C:44]=4[C:40]=3[CH:39]=[CH:38][CH:37]=2)[CH:24]=1.C(P(C(C)(C)C)C(C)(C)C)(C)(C)C.CC(C)([O-])C.[Na+]. The catalyst is CCCCCC.C1(C)C=CC=CC=1. The product is [CH:39]1[C:40]2[C:44]3[CH:45]=[CH:46][CH:47]=[CH:48][C:43]=3[O:42][C:41]=2[C:36]([C:25]2[CH:24]=[CH:23][C:35]3[N:34]([C:2]4[CH:7]=[CH:6][C:5]([C:8]5[N:9]([C:17]6[CH:18]=[CH:19][CH:20]=[CH:21][CH:22]=6)[C:10]6[CH:16]=[CH:15][CH:14]=[CH:13][C:11]=6[N:12]=5)=[CH:4][CH:3]=4)[C:33]4[C:28]([C:27]=3[CH:26]=2)=[CH:29][CH:30]=[CH:31][CH:32]=4)=[CH:37][CH:38]=1. The yield is 0.710.